From a dataset of Retrosynthesis with 50K atom-mapped reactions and 10 reaction types from USPTO. Predict the reactants needed to synthesize the given product. (1) Given the product CCCCCC(CCCCC)=NO, predict the reactants needed to synthesize it. The reactants are: CCCCCC(=O)CCCCC.NO. (2) Given the product CC(C)Nc1nc2nccnc2c(Cl)c1-c1c(F)cc(F)cc1F, predict the reactants needed to synthesize it. The reactants are: CC(C)N.Fc1cc(F)c(-c2c(Cl)nc3nccnc3c2Cl)c(F)c1.